From a dataset of Ames mutagenicity test results for genotoxicity prediction. Regression/Classification. Given a drug SMILES string, predict its toxicity properties. Task type varies by dataset: regression for continuous values (e.g., LD50, hERG inhibition percentage) or binary classification for toxic/non-toxic outcomes (e.g., AMES mutagenicity, cardiotoxicity, hepatotoxicity). Dataset: ames. (1) The compound is O=Cc1cccc([N+](=O)[O-])c1. The result is 1 (mutagenic). (2) The compound is BrCc1ccc(Br)cc1. The result is 0 (non-mutagenic).